Dataset: Catalyst prediction with 721,799 reactions and 888 catalyst types from USPTO. Task: Predict which catalyst facilitates the given reaction. (1) Reactant: O.O.Cl[Sn]Cl.[NH2:6][C:7]1[CH:8]=[C:9]([CH:13]=[CH:14][C:15]=1[C@:16](CC(C)C)([NH2:27])[C:17]([O:19][CH2:20][C:21]1[CH:26]=[CH:25][CH:24]=[CH:23][CH:22]=1)=[O:18])[C:10]([OH:12])=[O:11]. Product: [NH2:6][C:7]1[CH:8]=[C:9]([CH:13]=[CH:14][C:15]=1[C@H:16]([NH:27][CH2:8][CH:9]([CH3:13])[CH3:10])[C:17]([O:19][CH2:20][C:21]1[CH:22]=[CH:23][CH:24]=[CH:25][CH:26]=1)=[O:18])[C:10]([OH:12])=[O:11]. The catalyst class is: 37. (2) The catalyst class is: 196. Reactant: [C:1]1([C@H:7]2[C@@H:11]([C:12]3[CH:17]=[CH:16][CH:15]=[CH:14][CH:13]=3)[N:10](C(OC(C)(C)C)=O)[C:9](SC)=[N:8]2)[CH:6]=[CH:5][CH:4]=[CH:3][CH:2]=1.[NH3:27]. Product: [C:12]1([C@H:11]2[C@@H:7]([C:1]3[CH:2]=[CH:3][CH:4]=[CH:5][CH:6]=3)[NH:8][C:9]([NH2:10])=[N:27]2)[CH:13]=[CH:14][CH:15]=[CH:16][CH:17]=1. (3) Reactant: [CH2:1]([C:8]1[C:9]([CH3:27])=[N:10][C:11]([N:14]2[CH2:19][CH2:18][N:17](C(OC(C)(C)C)=O)[CH2:16][CH2:15]2)=[N:12][CH:13]=1)[C:2]1[CH:7]=[CH:6][CH:5]=[CH:4][CH:3]=1.Cl.O1CCOCC1. Product: [CH2:1]([C:8]1[C:9]([CH3:27])=[N:10][C:11]([N:14]2[CH2:19][CH2:18][NH:17][CH2:16][CH2:15]2)=[N:12][CH:13]=1)[C:2]1[CH:7]=[CH:6][CH:5]=[CH:4][CH:3]=1. The catalyst class is: 12.